This data is from Peptide-MHC class II binding affinity with 134,281 pairs from IEDB. The task is: Regression. Given a peptide amino acid sequence and an MHC pseudo amino acid sequence, predict their binding affinity value. This is MHC class II binding data. The peptide sequence is RIDTPEVLKGPFTVR. The MHC is DRB3_0101 with pseudo-sequence DRB3_0101. The binding affinity (normalized) is 0.244.